From a dataset of Experimental lipophilicity measurements (octanol/water distribution) for 4,200 compounds from AstraZeneca. Regression/Classification. Given a drug SMILES string, predict its absorption, distribution, metabolism, or excretion properties. Task type varies by dataset: regression for continuous measurements (e.g., permeability, clearance, half-life) or binary classification for categorical outcomes (e.g., BBB penetration, CYP inhibition). For this dataset (lipophilicity_astrazeneca), we predict Y. (1) The Y is 0.580 logD. The drug is O=C(O)/C=C/c1cccc(-c2cnc3[nH]ccc3c2)c1. (2) The compound is CC(C(=O)O)c1cccc(C(=O)c2ccccc2)c1. The Y is -0.120 logD.